Dataset: Reaction yield outcomes from USPTO patents with 853,638 reactions. Task: Predict the reaction yield, written as a fraction of the theoretical maximum amount of product (1.0 means a 100% yield; for example, 0.34 means a 34% yield). (1) The reactants are [CH3:1][C@@H:2]([OH:5])[C:3]#[CH:4].Cl.[NH2:7][C:8]([CH3:27])([CH3:26])[C@H:9]([NH:14][C:15](=[O:25])[C:16]1[CH:21]=[CH:20][C:19]([C:22]#[C:23]Br)=[CH:18][CH:17]=1)[C:10]([O:12][CH3:13])=[O:11].CO. The catalyst is C(N)CCC.O.[Cu]Cl.Cl.NO. The product is [NH2:7][C:8]([CH3:27])([CH3:26])[C@H:9]([NH:14][C:15](=[O:25])[C:16]1[CH:17]=[CH:18][C:19]([C:22]#[C:23][C:4]#[C:3][C@H:2]([OH:5])[CH3:1])=[CH:20][CH:21]=1)[C:10]([O:12][CH3:13])=[O:11]. The yield is 0.800. (2) The reactants are [CH2:1]([O:3][C:4]([C:6]1[CH:7]=[N:8][C:9]2[C:14]([C:15]=1Cl)=[CH:13][CH:12]=[CH:11][C:10]=2[N+:17]([O-])=O)=[O:5])[CH3:2].[Cl:20][C:21]1[CH:28]=[CH:27][CH:26]=[CH:25][C:22]=1[CH2:23][NH2:24]. No catalyst specified. The product is [CH2:1]([O:3][C:4]([C:6]1[CH:7]=[N:8][C:9]2[C:14]([C:15]=1[NH:24][CH2:23][C:22]1[CH:25]=[CH:26][CH:27]=[CH:28][C:21]=1[Cl:20])=[CH:13][CH:12]=[CH:11][C:10]=2[NH2:17])=[O:5])[CH3:2]. The yield is 0.830. (3) The reactants are [NH2:1][C:2]1[N:7]([C:8]2[CH:13]=[CH:12][CH:11]=[CH:10][CH:9]=2)[C:6](SC)=[N:5][C:4](=[O:16])[CH:3]=1.[NH2:17][C:18]1[CH:23]=[CH:22][CH:21]=[CH:20][CH:19]=1.Cl. No catalyst specified. The product is [NH2:1][C:2]1[N:7]([C:8]2[CH:13]=[CH:12][CH:11]=[CH:10][CH:9]=2)[C:6]([NH:17][C:18]2[CH:23]=[CH:22][CH:21]=[CH:20][CH:19]=2)=[N:5][C:4](=[O:16])[CH:3]=1. The yield is 0.406. (4) The reactants are C[Si](C)(C)[O:3][CH:4]1[CH2:9][CH2:8][N:7]([C:10]2[CH:15]=[CH:14][C:13]([N+:16]([O-:18])=[O:17])=[CH:12][CH:11]=2)[CH2:6][CH2:5]1.[B-](F)(F)(F)[F:22].[B-](F)(F)(F)F.C1[N+]2(CCl)CC[N+](F)(CC2)C1. The catalyst is C(#N)C. The product is [F:22][CH:9]1[C:4](=[O:3])[CH2:5][CH2:6][N:7]([C:10]2[CH:15]=[CH:14][C:13]([N+:16]([O-:18])=[O:17])=[CH:12][CH:11]=2)[CH2:8]1. The yield is 0.950. (5) The reactants are [CH3:1]C([O-])(C)C.[K+].[CH2:7]([CH:10]([CH2:22][CH:23]=[CH2:24])[CH2:11][O:12][SiH2:13][C:14]1[CH:21]=[CH:20][C:17]([CH:18]=O)=[CH:16][CH:15]=1)[CH:8]=[CH2:9]. The catalyst is C1(C)C=CC=CC=1. The product is [CH2:7]([CH:10]([CH2:22][CH:23]=[CH2:24])[CH2:11][O:12][SiH2:13][C:14]1[CH:21]=[CH:20][C:17]([CH:18]=[CH2:1])=[CH:16][CH:15]=1)[CH:8]=[CH2:9]. The yield is 0.660. (6) The reactants are Br[C:2]1[N:3]([CH2:7][CH3:8])[CH:4]=[CH:5][N:6]=1.[Cl:9][C:10]1[CH:15]=[CH:14][C:13]([NH:16][C:17]2[N:22]=[CH:21][C:20](B(O)O)=[CH:19][CH:18]=2)=[CH:12][CH:11]=1. The catalyst is C1C=CC=CC=1.CO.C([O-])([O-])=O.[Na+].[Na+].C1C=CC([P]([Pd]([P](C2C=CC=CC=2)(C2C=CC=CC=2)C2C=CC=CC=2)([P](C2C=CC=CC=2)(C2C=CC=CC=2)C2C=CC=CC=2)[P](C2C=CC=CC=2)(C2C=CC=CC=2)C2C=CC=CC=2)(C2C=CC=CC=2)C2C=CC=CC=2)=CC=1. The product is [Cl:9][C:10]1[CH:15]=[CH:14][C:13]([NH:16][C:17]2[CH:18]=[CH:19][C:20]([C:2]3[N:3]([CH2:7][CH3:8])[CH:4]=[CH:5][N:6]=3)=[CH:21][N:22]=2)=[CH:12][CH:11]=1. The yield is 0.260.